From a dataset of NCI-60 drug combinations with 297,098 pairs across 59 cell lines. Regression. Given two drug SMILES strings and cell line genomic features, predict the synergy score measuring deviation from expected non-interaction effect. (1) Drug 1: CCCS(=O)(=O)NC1=C(C(=C(C=C1)F)C(=O)C2=CNC3=C2C=C(C=N3)C4=CC=C(C=C4)Cl)F. Drug 2: C1C(C(OC1N2C=NC3=C2NC=NCC3O)CO)O. Cell line: SNB-75. Synergy scores: CSS=3.32, Synergy_ZIP=-0.219, Synergy_Bliss=4.44, Synergy_Loewe=2.84, Synergy_HSA=2.97. (2) Drug 1: CC1C(C(CC(O1)OC2CC(CC3=C2C(=C4C(=C3O)C(=O)C5=C(C4=O)C(=CC=C5)OC)O)(C(=O)C)O)N)O.Cl. Drug 2: C1CN(CCN1C(=O)CCBr)C(=O)CCBr. Cell line: UACC-257. Synergy scores: CSS=7.99, Synergy_ZIP=-0.205, Synergy_Bliss=2.88, Synergy_Loewe=-2.76, Synergy_HSA=1.67. (3) Drug 1: C1=NC2=C(N=C(N=C2N1C3C(C(C(O3)CO)O)F)Cl)N. Drug 2: C1=NC(=NC(=O)N1C2C(C(C(O2)CO)O)O)N. Cell line: EKVX. Synergy scores: CSS=2.53, Synergy_ZIP=0.265, Synergy_Bliss=1.66, Synergy_Loewe=2.09, Synergy_HSA=1.57. (4) Drug 1: CN(C)C1=NC(=NC(=N1)N(C)C)N(C)C. Drug 2: N.N.Cl[Pt+2]Cl. Cell line: HT29. Synergy scores: CSS=-0.109, Synergy_ZIP=8.48, Synergy_Bliss=5.32, Synergy_Loewe=-2.86, Synergy_HSA=-0.903. (5) Drug 1: CC1C(C(CC(O1)OC2CC(CC3=C2C(=C4C(=C3O)C(=O)C5=C(C4=O)C(=CC=C5)OC)O)(C(=O)C)O)N)O.Cl. Drug 2: CC1=C(N=C(N=C1N)C(CC(=O)N)NCC(C(=O)N)N)C(=O)NC(C(C2=CN=CN2)OC3C(C(C(C(O3)CO)O)O)OC4C(C(C(C(O4)CO)O)OC(=O)N)O)C(=O)NC(C)C(C(C)C(=O)NC(C(C)O)C(=O)NCCC5=NC(=CS5)C6=NC(=CS6)C(=O)NCCC[S+](C)C)O. Cell line: IGROV1. Synergy scores: CSS=36.4, Synergy_ZIP=-9.80, Synergy_Bliss=-1.11, Synergy_Loewe=0.394, Synergy_HSA=2.81. (6) Drug 1: C1CC(=O)NC(=O)C1N2CC3=C(C2=O)C=CC=C3N. Drug 2: CC1CCC2CC(C(=CC=CC=CC(CC(C(=O)C(C(C(=CC(C(=O)CC(OC(=O)C3CCCCN3C(=O)C(=O)C1(O2)O)C(C)CC4CCC(C(C4)OC)O)C)C)O)OC)C)C)C)OC. Cell line: NCI/ADR-RES. Synergy scores: CSS=4.83, Synergy_ZIP=-2.59, Synergy_Bliss=-2.82, Synergy_Loewe=-1.69, Synergy_HSA=-0.956. (7) Drug 1: C1CCN(CC1)CCOC2=CC=C(C=C2)C(=O)C3=C(SC4=C3C=CC(=C4)O)C5=CC=C(C=C5)O. Drug 2: C#CCC(CC1=CN=C2C(=N1)C(=NC(=N2)N)N)C3=CC=C(C=C3)C(=O)NC(CCC(=O)O)C(=O)O. Cell line: HCT116. Synergy scores: CSS=-0.659, Synergy_ZIP=-0.184, Synergy_Bliss=-1.48, Synergy_Loewe=0.742, Synergy_HSA=-4.18. (8) Drug 1: C1CC(=O)NC(=O)C1N2CC3=C(C2=O)C=CC=C3N. Drug 2: CC1=C(C(CCC1)(C)C)C=CC(=CC=CC(=CC(=O)O)C)C. Cell line: UACC-257. Synergy scores: CSS=-3.46, Synergy_ZIP=-0.429, Synergy_Bliss=-4.05, Synergy_Loewe=-4.73, Synergy_HSA=-5.30.